Dataset: Reaction yield outcomes from USPTO patents with 853,638 reactions. Task: Predict the reaction yield, written as a fraction of the theoretical maximum amount of product (1.0 means a 100% yield; for example, 0.34 means a 34% yield). (1) The reactants are Br[C:2]1[C:3]([F:25])=[CH:4][C:5]2[O:11][CH2:10][CH2:9][N:8]3[C:12]([CH2:18][N:19]4[CH2:23][CH2:22][CH2:21][CH2:20]4)=[C:13]([C:15]([NH2:17])=[O:16])[N:14]=[C:7]3[C:6]=2[CH:24]=1.[CH3:26][C:27]1[O:31][N:30]=[C:29]([C@:32]([OH:36])([C:34]#[CH:35])[CH3:33])[N:28]=1. No catalyst specified. The product is [F:25][C:3]1[C:2]([C:35]#[C:34][C@@:32]([OH:36])([C:29]2[N:28]=[C:27]([CH3:26])[O:31][N:30]=2)[CH3:33])=[CH:24][C:6]2[C:7]3[N:8]([C:12]([CH2:18][N:19]4[CH2:23][CH2:22][CH2:21][CH2:20]4)=[C:13]([C:15]([NH2:17])=[O:16])[N:14]=3)[CH2:9][CH2:10][O:11][C:5]=2[CH:4]=1. The yield is 0.104. (2) The reactants are [F:1][C:2]1[CH:23]=[CH:22][CH:21]=[C:20]([F:24])[C:3]=1[O:4][C:5]1[CH:6]=[N:7][N:8]([CH:12]([CH2:16][CH:17]([CH3:19])[CH3:18])[C:13]([OH:15])=O)[C:9](=[O:11])[CH:10]=1.[NH2:25][C:26]1[CH:30]=[CH:29][N:28]([CH2:31][C:32]([CH3:35])([OH:34])[CH3:33])[N:27]=1. No catalyst specified. The product is [OH:34][C:32]([CH3:35])([CH3:33])[CH2:31][N:28]1[CH:29]=[CH:30][C:26]([NH:25][C:13](=[O:15])[CH:12]([N:8]2[C:9](=[O:11])[CH:10]=[C:5]([O:4][C:3]3[C:2]([F:1])=[CH:23][CH:22]=[CH:21][C:20]=3[F:24])[CH:6]=[N:7]2)[CH2:16][CH:17]([CH3:19])[CH3:18])=[N:27]1. The yield is 0.450. (3) The reactants are [F:1][C:2]1[CH:3]=[C:4]([CH:6]=[CH:7][C:8]=1[N+:9]([O-:11])=[O:10])[NH2:5].[Br:12]N1C(=O)CCC1=O. The catalyst is C(OCC)(=O)C. The product is [Br:12][C:6]1[CH:7]=[C:8]([N+:9]([O-:11])=[O:10])[C:2]([F:1])=[CH:3][C:4]=1[NH2:5]. The yield is 0.500. (4) The reactants are [CH2:1]([NH:8][C:9]1[CH:10]=[CH:11][C:12]2[O:16][C:15]([CH:17]([NH:24][C:25]3[CH:30]=[CH:29][C:28]([C:31]([N:33]([CH3:41])[CH2:34][CH2:35][C:36]([O:38]CC)=[O:37])=[O:32])=[CH:27][CH:26]=3)[CH:18]3[CH2:23][CH2:22][CH2:21][CH2:20][CH2:19]3)=[C:14]([CH3:42])[C:13]=2[CH:43]=1)[C:2]1[CH:7]=[CH:6][CH:5]=[CH:4][CH:3]=1.O1CCCC1.[OH-].[Na+]. The catalyst is C(O)C. The product is [CH2:1]([NH:8][C:9]1[CH:10]=[CH:11][C:12]2[O:16][C:15]([CH:17]([NH:24][C:25]3[CH:26]=[CH:27][C:28]([C:31]([N:33]([CH3:41])[CH2:34][CH2:35][C:36]([OH:38])=[O:37])=[O:32])=[CH:29][CH:30]=3)[CH:18]3[CH2:19][CH2:20][CH2:21][CH2:22][CH2:23]3)=[C:14]([CH3:42])[C:13]=2[CH:43]=1)[C:2]1[CH:7]=[CH:6][CH:5]=[CH:4][CH:3]=1. The yield is 0.920.